Dataset: NCI-60 drug combinations with 297,098 pairs across 59 cell lines. Task: Regression. Given two drug SMILES strings and cell line genomic features, predict the synergy score measuring deviation from expected non-interaction effect. (1) Synergy scores: CSS=-8.59, Synergy_ZIP=6.76, Synergy_Bliss=6.47, Synergy_Loewe=-8.21, Synergy_HSA=-5.05. Drug 2: CN(C(=O)NC(C=O)C(C(C(CO)O)O)O)N=O. Cell line: SK-MEL-28. Drug 1: C1CCN(CC1)CCOC2=CC=C(C=C2)C(=O)C3=C(SC4=C3C=CC(=C4)O)C5=CC=C(C=C5)O. (2) Drug 1: CN1C(=O)N2C=NC(=C2N=N1)C(=O)N. Drug 2: CC(C)(C#N)C1=CC=C(C=C1)N2C3=C4C=C(C=CC4=NC=C3N(C2=O)C)C5=CC6=CC=CC=C6N=C5. Cell line: HT29. Synergy scores: CSS=45.9, Synergy_ZIP=10.2, Synergy_Bliss=9.94, Synergy_Loewe=-28.2, Synergy_HSA=7.42. (3) Drug 1: C1CCC(CC1)NC(=O)N(CCCl)N=O. Drug 2: CCC1(C2=C(COC1=O)C(=O)N3CC4=CC5=C(C=CC(=C5CN(C)C)O)N=C4C3=C2)O.Cl. Cell line: UACC-257. Synergy scores: CSS=11.2, Synergy_ZIP=-0.831, Synergy_Bliss=2.87, Synergy_Loewe=-6.25, Synergy_HSA=1.27. (4) Cell line: UACC-257. Synergy scores: CSS=6.75, Synergy_ZIP=-1.81, Synergy_Bliss=5.13, Synergy_Loewe=-3.73, Synergy_HSA=2.54. Drug 1: C1CCN(CC1)CCOC2=CC=C(C=C2)C(=O)C3=C(SC4=C3C=CC(=C4)O)C5=CC=C(C=C5)O. Drug 2: COC1=CC(=CC(=C1O)OC)C2C3C(COC3=O)C(C4=CC5=C(C=C24)OCO5)OC6C(C(C7C(O6)COC(O7)C8=CC=CS8)O)O. (5) Drug 1: CC1C(C(CC(O1)OC2CC(CC3=C2C(=C4C(=C3O)C(=O)C5=C(C4=O)C(=CC=C5)OC)O)(C(=O)CO)O)N)O.Cl. Drug 2: C1=C(C(=O)NC(=O)N1)F. Cell line: K-562. Synergy scores: CSS=37.6, Synergy_ZIP=-1.43, Synergy_Bliss=-1.64, Synergy_Loewe=-0.374, Synergy_HSA=0.242. (6) Drug 1: C1=CC(=CC=C1C#N)C(C2=CC=C(C=C2)C#N)N3C=NC=N3. Drug 2: CC(C)CN1C=NC2=C1C3=CC=CC=C3N=C2N. Cell line: NCI-H322M. Synergy scores: CSS=-2.60, Synergy_ZIP=0.821, Synergy_Bliss=1.19, Synergy_Loewe=-1.24, Synergy_HSA=-1.27.